This data is from Full USPTO retrosynthesis dataset with 1.9M reactions from patents (1976-2016). The task is: Predict the reactants needed to synthesize the given product. Given the product [CH2:1]([N:8]1[C:16]2[C:11](=[CH:12][CH:13]=[CH:14][CH:15]=2)[C:10]([O:17][C:18]2[CH:26]=[CH:25][CH:24]=[CH:23][C:19]=2[C:20]([NH:35][CH2:34][CH2:33][CH2:32][N:27]2[CH:31]=[CH:30][N:29]=[CH:28]2)=[O:21])=[N:9]1)[C:2]1[CH:3]=[CH:4][CH:5]=[CH:6][CH:7]=1, predict the reactants needed to synthesize it. The reactants are: [CH2:1]([N:8]1[C:16]2[C:11](=[CH:12][CH:13]=[CH:14][CH:15]=2)[C:10]([O:17][C:18]2[CH:26]=[CH:25][CH:24]=[CH:23][C:19]=2[C:20](O)=[O:21])=[N:9]1)[C:2]1[CH:7]=[CH:6][CH:5]=[CH:4][CH:3]=1.[N:27]1([CH2:32][CH2:33][CH2:34][NH2:35])[CH:31]=[CH:30][N:29]=[CH:28]1.